Task: Predict the reaction yield, written as a fraction of the theoretical maximum amount of product (1.0 means a 100% yield; for example, 0.34 means a 34% yield).. Dataset: Reaction yield outcomes from USPTO patents with 853,638 reactions The reactants are [C:1]([C:3]1[CH:8]=[CH:7][CH:6]=[CH:5][N:4]=1)#[N:2].[Na].[C:10]([C:12]1[CH:13]=[C:14]([CH:19]=[CH:20][CH:21]=1)[C:15]([NH:17][NH2:18])=O)#[N:11]. The catalyst is CO. The product is [N:4]1[CH:5]=[CH:6][CH:7]=[CH:8][C:3]=1[C:1]1[NH:2][C:15]([C:14]2[CH:19]=[CH:20][CH:21]=[C:12]([C:10]#[N:11])[CH:13]=2)=[N:17][N:18]=1. The yield is 0.260.